From a dataset of Full USPTO retrosynthesis dataset with 1.9M reactions from patents (1976-2016). Predict the reactants needed to synthesize the given product. (1) Given the product [CH3:23][C:21]1[CH:20]=[CH:19][C:18]([C:24]2[N:25]=[CH:26][CH:27]=[CH:28][N:29]=2)=[C:17]([C:15]([N:9]2[C@H:8]([CH2:7][OH:6])[CH2:14][C@@H:13]3[C@@H:11]([CH2:12]3)[CH2:10]2)=[O:16])[CH:22]=1, predict the reactants needed to synthesize it. The reactants are: CC([Si](C1C=CC=CC=1)(C1C=CC=CC=1)[O:6][CH2:7][C@@H:8]1[CH2:14][C@@H:13]2[C@@H:11]([CH2:12]2)[CH2:10][N:9]1[C:15]([C:17]1[CH:22]=[C:21]([CH3:23])[CH:20]=[CH:19][C:18]=1[C:24]1[N:29]=[CH:28][CH:27]=[CH:26][N:25]=1)=[O:16])(C)C.CCCC[N+](CCCC)(CCCC)CCCC.[F-].C([O-])(O)=O.[Na+]. (2) The reactants are: Br[CH2:2][C:3]([NH2:5])=[O:4].[SH:6][C:7]1[CH:16]=[CH:15][C:10]([C:11]([O:13][CH3:14])=[O:12])=[CH:9][CH:8]=1. Given the product [NH2:5][C:3](=[O:4])[CH2:2][S:6][C:7]1[CH:8]=[CH:9][C:10]([C:11]([O:13][CH3:14])=[O:12])=[CH:15][CH:16]=1, predict the reactants needed to synthesize it. (3) Given the product [CH3:35][N:33]([CH3:34])[CH2:32][CH2:31][CH2:30][NH:29][C:27](=[O:28])[CH:26]([O:8][N:7]1[C:2]([CH3:12])([CH3:1])[CH2:3][CH:4]([OH:11])[CH2:5][C:6]1([CH3:10])[CH3:9])[CH3:36], predict the reactants needed to synthesize it. The reactants are: [CH3:1][C:2]1([CH3:12])[N:7]([OH:8])[C:6]([CH3:10])([CH3:9])[CH2:5][CH:4]([OH:11])[CH2:3]1.CN(CCN(CCN(C)C)C)C.Cl[CH:26]([CH3:36])[C:27]([NH:29][CH2:30][CH2:31][CH2:32][N:33]([CH3:35])[CH3:34])=[O:28]. (4) Given the product [F:1][C@H:2]1[CH2:6][CH2:5][N:4]([C:7]([O:9][C@H:10]2[CH2:15][CH2:14][CH2:13][C@@H:12]([NH:16][C:17]3[C:22]([F:23])=[CH:21][N:20]=[C:19]([C:24]4[C:32]5[C:27](=[N:28][CH:29]=[C:30]([F:33])[CH:31]=5)[NH:26][CH:25]=4)[N:18]=3)[CH2:11]2)=[O:8])[CH2:3]1, predict the reactants needed to synthesize it. The reactants are: [F:1][C@@H:2]1[CH2:6][CH2:5][N:4]([C:7]([O:9][C@H:10]2[CH2:15][CH2:14][CH2:13][C@@H:12]([NH:16][C:17]3[C:22]([F:23])=[CH:21][N:20]=[C:19]([C:24]4[C:32]5[C:27](=[N:28][CH:29]=[C:30]([F:33])[CH:31]=5)[N:26](S(C5C=CC(C)=CC=5)(=O)=O)[CH:25]=4)[N:18]=3)[CH2:11]2)=[O:8])[CH2:3]1.[Li+].[OH-].[Cl-].[NH4+]. (5) Given the product [CH2:27]([O:26][C:24]([N:4]1[C:5]2([CH2:6][CH2:7][O:8][CH2:9][CH2:10]2)[S:1][CH2:2][CH:3]1[C:11]([OH:13])=[O:12])=[O:25])[C:28]1[CH:33]=[CH:32][CH:31]=[CH:30][CH:29]=1, predict the reactants needed to synthesize it. The reactants are: [S:1]1[C:5]2([CH2:10][CH2:9][O:8][CH2:7][CH2:6]2)[NH:4][CH:3]([C:11]([OH:13])=[O:12])[CH2:2]1.CCN(C(C)C)C(C)C.Cl[C:24]([O:26][CH2:27][C:28]1[CH:33]=[CH:32][CH:31]=[CH:30][CH:29]=1)=[O:25]. (6) Given the product [NH2:8][C:6]1[N:7]=[C:2]([N:12]2[CH2:16][CH2:15][CH:14]([NH:17][C:18](=[O:24])[O:19][C:20]([CH3:22])([CH3:21])[CH3:23])[CH2:13]2)[C:3]2[CH2:11][CH2:10][CH2:9][C:4]=2[N:5]=1, predict the reactants needed to synthesize it. The reactants are: Cl[C:2]1[C:3]2[CH2:11][CH2:10][CH2:9][C:4]=2[N:5]=[C:6]([NH2:8])[N:7]=1.[NH:12]1[CH2:16][CH2:15][CH:14]([NH:17][C:18](=[O:24])[O:19][C:20]([CH3:23])([CH3:22])[CH3:21])[CH2:13]1.CCN(C(C)C)C(C)C.